This data is from Catalyst prediction with 721,799 reactions and 888 catalyst types from USPTO. The task is: Predict which catalyst facilitates the given reaction. (1) Product: [Br:6][C:7]1[CH:12]=[CH:11][C:10]([NH:13][CH2:14][CH:15]([N:17]2[CH2:21][CH2:20][CH2:19][CH2:18]2)[CH3:16])=[CH:9][CH:8]=1. The catalyst class is: 5. Reactant: O1CCCC1.[Br:6][C:7]1[CH:12]=[CH:11][C:10]([NH:13][C:14](=O)[CH:15]([N:17]2[CH2:21][CH2:20][CH2:19][CH2:18]2)[CH3:16])=[CH:9][CH:8]=1. (2) Product: [C:1]([C:5]1[CH:9]=[C:8]([NH:10][C:11](=[O:36])[NH:12][C:13]2[C:22]3[C:17](=[CH:18][CH:19]=[CH:20][CH:21]=3)[C:16]([O:23][CH2:24][C:25]3[CH:30]=[CH:29][N:28]=[C:27]([NH:31][C:32](=[O:35])[CH2:33][N:53]4[CH2:58][CH2:57][O:56][CH2:55][CH2:54]4)[CH:26]=3)=[CH:15][CH:14]=2)[N:7]([C:37]2[CH:42]=[CH:41][C:40]([CH3:43])=[CH:39][CH:38]=2)[N:6]=1)([CH3:4])([CH3:3])[CH3:2]. The catalyst class is: 59. Reactant: [C:1]([C:5]1[CH:9]=[C:8]([NH:10][C:11](=[O:36])[NH:12][C:13]2[C:22]3[C:17](=[CH:18][CH:19]=[CH:20][CH:21]=3)[C:16]([O:23][CH2:24][C:25]3[CH:30]=[CH:29][N:28]=[C:27]([NH:31][C:32](=[O:35])[CH2:33]Cl)[CH:26]=3)=[CH:15][CH:14]=2)[N:7]([C:37]2[CH:42]=[CH:41][C:40]([CH3:43])=[CH:39][CH:38]=2)[N:6]=1)([CH3:4])([CH3:3])[CH3:2].CCN(C(C)C)C(C)C.[NH:53]1[CH2:58][CH2:57][O:56][CH2:55][CH2:54]1.